Regression. Given a peptide amino acid sequence and an MHC pseudo amino acid sequence, predict their binding affinity value. This is MHC class I binding data. From a dataset of Peptide-MHC class I binding affinity with 185,985 pairs from IEDB/IMGT. The peptide sequence is THADVPVVL. The MHC is HLA-B07:02 with pseudo-sequence HLA-B07:02. The binding affinity (normalized) is 0.0847.